From a dataset of Full USPTO retrosynthesis dataset with 1.9M reactions from patents (1976-2016). Predict the reactants needed to synthesize the given product. Given the product [Br:39][C:40]1[N:41]=[C:42]([CH:50]2[CH2:55][CH2:54][N:53]([C:4](=[O:5])[CH2:3][N:2]([CH3:7])[CH3:1])[CH2:52][CH2:51]2)[N:43]2[CH:48]=[CH:47][N:46]=[C:45]([CH3:49])[C:44]=12, predict the reactants needed to synthesize it. The reactants are: [CH3:1][N:2]([CH3:7])[CH2:3][C:4](O)=[O:5].C(N(CC)C(C)C)(C)C.F[B-](F)(F)F.N1(OC(N(C)C)=[N+](C)C)C2C=CC=CC=2N=N1.[Br:39][C:40]1[N:41]=[C:42]([CH:50]2[CH2:55][CH2:54][NH:53][CH2:52][CH2:51]2)[N:43]2[CH:48]=[CH:47][N:46]=[C:45]([CH3:49])[C:44]=12.